Regression. Given a peptide amino acid sequence and an MHC pseudo amino acid sequence, predict their binding affinity value. This is MHC class II binding data. From a dataset of Peptide-MHC class II binding affinity with 134,281 pairs from IEDB. (1) The peptide sequence is FFKVAATAANAAPAN. The MHC is DRB1_1001 with pseudo-sequence DRB1_1001. The binding affinity (normalized) is 0.620. (2) The peptide sequence is LERLQRKHGGMLVRNPL. The MHC is DRB1_1302 with pseudo-sequence DRB1_1302. The binding affinity (normalized) is 0.749. (3) The peptide sequence is LDIELQKTEATQLAT. The MHC is DRB3_0101 with pseudo-sequence DRB3_0101. The binding affinity (normalized) is 0.250. (4) The peptide sequence is DKGPGFVVTGRVYCD. The MHC is DRB4_0101 with pseudo-sequence DRB4_0103. The binding affinity (normalized) is 0.115.